Dataset: Reaction yield outcomes from USPTO patents with 853,638 reactions. Task: Predict the reaction yield, written as a fraction of the theoretical maximum amount of product (1.0 means a 100% yield; for example, 0.34 means a 34% yield). The yield is 0.890. The reactants are [CH3:1][O:2][C:3]1[CH:4]=[C:5]([C:11]([C:14]2[N:18]([C:19]3[CH:24]=[CH:23][C:22]([F:25])=[CH:21][CH:20]=3)[C:17](=[S:26])[NH:16][CH:15]=2)([CH3:13])[CH3:12])[CH:6]=[CH:7][C:8]=1[O:9][CH3:10].C([O-])([O-])=O.[K+].[K+].[Cl:33][C:34]1[CH:39]=[C:38]([F:40])[CH:37]=[CH:36][C:35]=1[CH2:41]Cl. The catalyst is CC(C)=O. The product is [Cl:33][C:34]1[CH:39]=[C:38]([F:40])[CH:37]=[CH:36][C:35]=1[CH2:41][S:26][C:17]1[N:18]([C:19]2[CH:20]=[CH:21][C:22]([F:25])=[CH:23][CH:24]=2)[C:14]([C:11]([C:5]2[CH:6]=[CH:7][C:8]([O:9][CH3:10])=[C:3]([O:2][CH3:1])[CH:4]=2)([CH3:13])[CH3:12])=[CH:15][N:16]=1.